From a dataset of Full USPTO retrosynthesis dataset with 1.9M reactions from patents (1976-2016). Predict the reactants needed to synthesize the given product. Given the product [F:1][C:2]1[CH:3]=[C:4]([CH:44]=[CH:45][CH:46]=1)[CH2:5][C:6]([S:24]([CH2:27][CH2:28][C:29]1[CH:34]=[CH:33][C:32]([O:35][CH2:36][C:37]2[CH:42]=[CH:41][CH:40]=[C:39]([F:43])[CH:38]=2)=[CH:31][CH:30]=1)(=[O:26])=[O:25])([CH2:11][CH2:12][N:13]1[C:18](=[O:19])[C:17]2[CH:20]=[CH:21][CH:22]=[CH:23][C:16]=2[N:15]=[N:14]1)[C:7]([OH:9])=[O:8], predict the reactants needed to synthesize it. The reactants are: [F:1][C:2]1[CH:3]=[C:4]([CH:44]=[CH:45][CH:46]=1)[CH2:5][C:6]([S:24]([CH2:27][CH2:28][C:29]1[CH:34]=[CH:33][C:32]([O:35][CH2:36][C:37]2[CH:42]=[CH:41][CH:40]=[C:39]([F:43])[CH:38]=2)=[CH:31][CH:30]=1)(=[O:26])=[O:25])([CH2:11][CH2:12][N:13]1[C:18](=[O:19])[C:17]2[CH:20]=[CH:21][CH:22]=[CH:23][C:16]=2[N:15]=[N:14]1)[C:7]([O:9]C)=[O:8].[OH-].[Li+].S(=O)(O)[O-].[Na+].